Dataset: Catalyst prediction with 721,799 reactions and 888 catalyst types from USPTO. Task: Predict which catalyst facilitates the given reaction. (1) Reactant: Cl.[Cl:2][C:3]1[CH:4]=[C:5]([CH:10]2[CH2:13][C:12]3([CH2:18][CH2:17][NH:16][CH2:15][CH2:14]3)[CH2:11]2)[CH:6]=[CH:7][C:8]=1[F:9].[CH3:19][C:20]1[C:24]([CH3:25])=[C:23]([NH:26][C:27](=O)[O:28]C2C=CC=CC=2)[O:22][N:21]=1.CCN(C(C)C)C(C)C. Product: [Cl:2][C:3]1[CH:4]=[C:5]([CH:10]2[CH2:13][C:12]3([CH2:14][CH2:15][N:16]([C:27]([NH:26][C:23]4[O:22][N:21]=[C:20]([CH3:19])[C:24]=4[CH3:25])=[O:28])[CH2:17][CH2:18]3)[CH2:11]2)[CH:6]=[CH:7][C:8]=1[F:9]. The catalyst class is: 10. (2) Reactant: C1COCC1.C[O:7][C:8](=O)[C:9]1[CH:18]=[C:17]([O:19][Si:20]([CH:27]([CH3:29])[CH3:28])([CH:24]([CH3:26])[CH3:25])[CH:21]([CH3:23])[CH3:22])[CH:16]=[C:11]([C:12](OC)=[O:13])[CH:10]=1.[H-].[Al+3].[Li+].[H-].[H-].[H-].[OH-].[Na+]. Product: [OH:13][CH2:12][C:11]1[CH:10]=[C:9]([CH2:8][OH:7])[CH:18]=[C:17]([O:19][Si:20]([CH:27]([CH3:29])[CH3:28])([CH:24]([CH3:25])[CH3:26])[CH:21]([CH3:23])[CH3:22])[CH:16]=1. The catalyst class is: 6.